This data is from Peptide-MHC class I binding affinity with 185,985 pairs from IEDB/IMGT. The task is: Regression. Given a peptide amino acid sequence and an MHC pseudo amino acid sequence, predict their binding affinity value. This is MHC class I binding data. (1) The peptide sequence is LQMNSLRA. The MHC is HLA-A02:01 with pseudo-sequence HLA-A02:01. The binding affinity (normalized) is 0.0137. (2) The peptide sequence is RLFEESLGI. The MHC is HLA-A02:06 with pseudo-sequence HLA-A02:06. The binding affinity (normalized) is 0.610. (3) The peptide sequence is LLLGGTSEI. The MHC is HLA-A02:11 with pseudo-sequence HLA-A02:11. The binding affinity (normalized) is 1.00.